Dataset: Forward reaction prediction with 1.9M reactions from USPTO patents (1976-2016). Task: Predict the product of the given reaction. Given the reactants [N:1]1[N:2]=[CH:3][N:4]([NH:6][C:7]2[CH:14]=[CH:13][C:10]([C:11]#[N:12])=[CH:9][CH:8]=2)[CH:5]=1.[Br:15][CH2:16][CH2:17]Br.C(OCC)(=O)C, predict the reaction product. The product is: [Br:15][CH2:16][CH2:17][N:6]([N:4]1[CH:3]=[N:2][N:1]=[CH:5]1)[C:7]1[CH:8]=[CH:9][C:10]([C:11]#[N:12])=[CH:13][CH:14]=1.